Dataset: Cav3 T-type calcium channel HTS with 100,875 compounds. Task: Binary Classification. Given a drug SMILES string, predict its activity (active/inactive) in a high-throughput screening assay against a specified biological target. (1) The drug is n1(c2c(nc1C)cccc2)c1ccccc1. The result is 0 (inactive). (2) The molecule is O=C1N(CCN2CCN(CC2)c2ccccc2)C(=O)C\C1=C1\c2c(c3c1cccc3)cccc2. The result is 0 (inactive).